Dataset: Forward reaction prediction with 1.9M reactions from USPTO patents (1976-2016). Task: Predict the product of the given reaction. Given the reactants [CH3:1][C:2]1[NH:3][C:4](=[O:23])[N:5]([C:16]2[CH:17]=[C:18]([CH3:22])[CH:19]=[CH:20][CH:21]=2)[C:6]=1[C:7]1[CH:8]=[CH:9][C:10]2[N:11]([N:13]=[CH:14][N:15]=2)[CH:12]=1.CN(C)C=O.CC(C)([O-])C.[K+].Br[CH2:36][C:37]1[CH:45]=[CH:44][C:40]2=[N:41][O:42][N:43]=[C:39]2[CH:38]=1, predict the reaction product. The product is: [N:15]1[CH:14]=[N:13][N:11]2[CH:12]=[C:7]([C:6]3[N:5]([C:16]4[CH:17]=[C:18]([CH3:22])[CH:19]=[CH:20][CH:21]=4)[C:4](=[O:23])[N:3]([CH2:36][C:37]4[CH:45]=[CH:44][C:40]5=[N:41][O:42][N:43]=[C:39]5[CH:38]=4)[C:2]=3[CH3:1])[CH:8]=[CH:9][C:10]=12.